This data is from Forward reaction prediction with 1.9M reactions from USPTO patents (1976-2016). The task is: Predict the product of the given reaction. (1) The product is: [F:1][C:2]1[CH:3]=[C:4]([CH:14]([NH:16][C:17]([C:19]2[N:20]=[C:21]([O:38][C:29]3[CH:30]=[C:31]([C:34]([F:35])([F:36])[F:37])[CH:32]=[CH:33][C:28]=3[CH2:25][CH2:26][CH3:27])[O:22][CH:23]=2)=[O:18])[CH3:15])[CH:5]=[C:6]([F:13])[C:7]=1[NH:8][S:9]([CH3:12])(=[O:11])=[O:10]. Given the reactants [F:1][C:2]1[CH:3]=[C:4]([CH:14]([NH:16][C:17]([C:19]2[N:20]=[C:21](Cl)[O:22][CH:23]=2)=[O:18])[CH3:15])[CH:5]=[C:6]([F:13])[C:7]=1[NH:8][S:9]([CH3:12])(=[O:11])=[O:10].[CH2:25]([C:28]1[CH:33]=[CH:32][C:31]([C:34]([F:37])([F:36])[F:35])=[CH:30][C:29]=1[OH:38])[CH2:26][CH3:27], predict the reaction product. (2) Given the reactants C(OC(=O)[NH:10][CH2:11][CH2:12][CH2:13][CH2:14][CH:15]([NH:27][C:28]([C@@H:30]1[CH2:35][CH2:34][CH2:33][N:32]([C:36](=[O:38])[CH3:37])[CH2:31]1)=[O:29])[C:16]([C:18]1[S:19][C:20]2[CH:26]=[CH:25][CH:24]=[CH:23][C:21]=2[N:22]=1)=[O:17])C1C=CC=CC=1.Br.CC(O)=O, predict the reaction product. The product is: [C:36]([N:32]1[CH2:33][CH2:34][CH2:35][C@@H:30]([C:28]([NH:27][CH:15]([CH2:14][CH2:13][CH2:12][CH2:11][NH2:10])[C:16]([C:18]2[S:19][C:20]3[CH:26]=[CH:25][CH:24]=[CH:23][C:21]=3[N:22]=2)=[O:17])=[O:29])[CH2:31]1)(=[O:38])[CH3:37]. (3) Given the reactants [Br:1][C:2]1[CH:7]=[CH:6][C:5](B(O)O)=[CH:4][CH:3]=1.[C:11]([NH:14][C:15]1[CH:19]=[CH:18][NH:17][C:16]=1[C:20]([O:22][CH2:23][CH3:24])=[O:21])(=[O:13])[CH3:12].N1C=CC=CC=1, predict the reaction product. The product is: [C:11]([NH:14][C:15]1[CH:19]=[CH:18][N:17]([C:5]2[CH:6]=[CH:7][C:2]([Br:1])=[CH:3][CH:4]=2)[C:16]=1[C:20]([O:22][CH2:23][CH3:24])=[O:21])(=[O:13])[CH3:12]. (4) Given the reactants [CH3:1][O:2][C:3]1[CH:8]=[CH:7][C:6]([OH:9])=[CH:5][CH:4]=1.C(=O)([O-])[O-].[K+].[K+].Br[CH2:17][C:18]1[CH:25]=[CH:24][CH:23]=[C:22]([N+:26]([O-:28])=[O:27])[C:19]=1[C:20]#[N:21], predict the reaction product. The product is: [CH3:1][O:2][C:3]1[CH:8]=[CH:7][C:6]([O:9][CH2:17][C:18]2[CH:25]=[CH:24][CH:23]=[C:22]([N+:26]([O-:28])=[O:27])[C:19]=2[C:20]#[N:21])=[CH:5][CH:4]=1. (5) The product is: [CH:6]([C:9]1[CH:16]=[CH:15][C:12]([CH2:13][N:1]2[CH2:4][CH:3]([OH:5])[CH2:2]2)=[CH:11][CH:10]=1)([CH3:8])[CH3:7]. Given the reactants [NH:1]1[CH2:4][CH:3]([OH:5])[CH2:2]1.[CH:6]([C:9]1[CH:16]=[CH:15][C:12]([CH:13]=O)=[CH:11][CH:10]=1)([CH3:8])[CH3:7].C(O[BH-](OC(=O)C)OC(=O)C)(=O)C.[Na+].Cl, predict the reaction product.